Dataset: Catalyst prediction with 721,799 reactions and 888 catalyst types from USPTO. Task: Predict which catalyst facilitates the given reaction. (1) Reactant: [BH4-].[Na+].[O:3]1[C:7]2[CH:8]=[CH:9][C:10]([CH:12]([C:26]3[C:34]4[C:29](=[CH:30][C:31]([CH:35]=[O:36])=[CH:32][CH:33]=4)[N:28]([CH3:37])[CH:27]=3)[C:13]([NH:15][S:16]([C:19]3[CH:24]=[CH:23][C:22]([CH3:25])=[CH:21][CH:20]=3)(=[O:18])=[O:17])=[O:14])=[CH:11][C:6]=2[O:5][CH2:4]1. Product: [O:3]1[C:7]2[CH:8]=[CH:9][C:10]([CH:12]([C:26]3[C:34]4[C:29](=[CH:30][C:31]([CH2:35][OH:36])=[CH:32][CH:33]=4)[N:28]([CH3:37])[CH:27]=3)[C:13]([NH:15][S:16]([C:19]3[CH:20]=[CH:21][C:22]([CH3:25])=[CH:23][CH:24]=3)(=[O:18])=[O:17])=[O:14])=[CH:11][C:6]=2[O:5][CH2:4]1. The catalyst class is: 8. (2) Product: [CH3:33][O:34][C:35]1[CH:40]=[CH:39][C:38]([C:41]2[N:45]3[N:46]=[C:47]([NH:54][C:55]4[CH:56]=[CH:57][C:58]([NH:61][C:7]([C:2]5[CH:3]=[CH:4][CH:5]=[CH:6][N:1]=5)=[O:9])=[CH:59][CH:60]=4)[C:48]4[C:53]([C:44]3=[N:43][N:42]=2)=[CH:52][CH:51]=[CH:50][CH:49]=4)=[CH:37][CH:36]=1. The catalyst class is: 3. Reactant: [N:1]1[CH:6]=[CH:5][CH:4]=[CH:3][C:2]=1[C:7]([OH:9])=O.O.ON1C2C=CC=CC=2N=N1.Cl.CN(C)CCCN=C=NCC.[CH3:33][O:34][C:35]1[CH:40]=[CH:39][C:38]([C:41]2[N:45]3[N:46]=[C:47]([NH:54][C:55]4[CH:60]=[CH:59][C:58]([NH2:61])=[CH:57][CH:56]=4)[C:48]4[C:53]([C:44]3=[N:43][N:42]=2)=[CH:52][CH:51]=[CH:50][CH:49]=4)=[CH:37][CH:36]=1. (3) Reactant: [CH3:1][N:2]1[C:6]([N:7]([C:16]([O:18]CC(Cl)(Cl)Cl)=O)C(OCC(Cl)(Cl)Cl)=O)=[CH:5][CH:4]=[N:3]1.[C:24]1([C:30]2[N:31]=[C:32]([N:35]3[CH2:40][CH2:39][NH:38][CH2:37][CH2:36]3)[S:33][CH:34]=2)[CH:29]=[CH:28][CH:27]=[CH:26][CH:25]=1.C(N(C(C)C)CC)(C)C.CS(C)=O. Product: [CH3:1][N:2]1[C:6]([NH:7][C:16]([N:38]2[CH2:39][CH2:40][N:35]([C:32]3[S:33][CH:34]=[C:30]([C:24]4[CH:29]=[CH:28][CH:27]=[CH:26][CH:25]=4)[N:31]=3)[CH2:36][CH2:37]2)=[O:18])=[CH:5][CH:4]=[N:3]1. The catalyst class is: 6.